Dataset: Full USPTO retrosynthesis dataset with 1.9M reactions from patents (1976-2016). Task: Predict the reactants needed to synthesize the given product. (1) Given the product [Br:1][C:2]1[CH:3]=[C:4]2[C:9](=[C:10]([OH:12])[CH:11]=1)[C:8](=[O:14])[CH2:7][CH2:6][C:5]2([CH3:16])[CH3:15], predict the reactants needed to synthesize it. The reactants are: [Br:1][C:2]1[CH:3]=[C:4]2[C:9](=[C:10]([O:12]C)[CH:11]=1)[C:8](=[O:14])[CH2:7][CH2:6][C:5]2([CH3:16])[CH3:15].ClCCl.[Cl-].[Al+3].[Cl-].[Cl-]. (2) Given the product [F:19][C:18]([F:21])([F:20])[C:15]1[CH:16]=[CH:17][C:12]([CH2:11][C:8]2[CH:9]=[CH:10][C:5]([O:4][C:2]([N:22]3[CH2:27][CH2:26][CH:25]([CH2:28][C:29]4[N:30]=[CH:31][CH:32]=[CH:33][N:34]=4)[CH2:24][CH2:23]3)=[O:3])=[CH:6][CH:7]=2)=[CH:13][CH:14]=1, predict the reactants needed to synthesize it. The reactants are: Cl[C:2]([O:4][C:5]1[CH:10]=[CH:9][C:8]([CH2:11][C:12]2[CH:17]=[CH:16][C:15]([C:18]([F:21])([F:20])[F:19])=[CH:14][CH:13]=2)=[CH:7][CH:6]=1)=[O:3].[NH:22]1[CH2:27][CH2:26][CH:25]([CH2:28][C:29]2[N:34]=[CH:33][CH:32]=[CH:31][N:30]=2)[CH2:24][CH2:23]1. (3) The reactants are: C[Al](C)C.[CH2:5]([NH2:8])[CH2:6][NH2:7].C(O[C:12](=O)[CH2:13][NH:14][C:15]1[CH:20]=[CH:19][C:18]([Br:21])=[C:17]([Cl:22])[CH:16]=1)C. Given the product [Br:21][C:18]1[CH:19]=[CH:20][C:15]([NH:14][CH2:13][C:12]2[NH:7][CH2:6][CH2:5][N:8]=2)=[CH:16][C:17]=1[Cl:22], predict the reactants needed to synthesize it. (4) Given the product [O:18]1[CH2:22][CH2:21][CH:20]([CH2:23][NH:24][C:13]([C:10]2[CH:9]=[C:8]([CH2:7][C:6]3[CH:5]=[CH:4][C:3]([O:2][CH3:1])=[CH:17][CH:16]=3)[O:12][N:11]=2)=[O:15])[CH2:19]1, predict the reactants needed to synthesize it. The reactants are: [CH3:1][O:2][C:3]1[CH:17]=[CH:16][C:6]([CH2:7][C:8]2[O:12][N:11]=[C:10]([C:13]([OH:15])=O)[CH:9]=2)=[CH:5][CH:4]=1.[O:18]1[CH2:22][CH2:21][CH:20]([CH2:23][NH2:24])[CH2:19]1.ON1C2C=CC=CC=2N=N1.Cl.C(N=C=NCCCN(C)C)C. (5) Given the product [CH:46]1([C:44]2[CH:43]=[CH:42][N:41]=[C:40]([C:6]3[C:5]4[C:9](=[CH:10][C:2]([F:1])=[C:3]([C:30]5[O:34][C:33]([NH:35][CH:36]([CH3:37])[CH3:38])=[N:32][N:31]=5)[CH:4]=4)[N:8]([S:11]([C:14]4[CH:15]=[CH:16][C:17]([CH3:18])=[CH:19][CH:20]=4)(=[O:12])=[O:13])[CH:7]=3)[N:45]=2)[CH2:48][CH2:47]1, predict the reactants needed to synthesize it. The reactants are: [F:1][C:2]1[CH:10]=[C:9]2[C:5]([C:6](B3OC(C)(C)C(C)(C)O3)=[CH:7][N:8]2[S:11]([C:14]2[CH:20]=[CH:19][C:17]([CH3:18])=[CH:16][CH:15]=2)(=[O:13])=[O:12])=[CH:4][C:3]=1[C:30]1[O:34][C:33]([NH:35][CH:36]([CH3:38])[CH3:37])=[N:32][N:31]=1.Br[C:40]1[N:45]=[C:44]([CH:46]2[CH2:48][CH2:47]2)[CH:43]=[CH:42][N:41]=1.P([O-])([O-])([O-])=O.[K+].[K+].[K+].